Dataset: Full USPTO retrosynthesis dataset with 1.9M reactions from patents (1976-2016). Task: Predict the reactants needed to synthesize the given product. (1) Given the product [NH2:4][C:5]1[CH:9]=[CH:8][N:7]([C:10]2[CH:11]=[CH:12][C:13]([O:16][CH3:17])=[CH:14][CH:15]=2)[C:6]=1[C:18]([O:20][CH2:21][CH3:22])=[O:19].[ClH:23].[NH2:4][C:5]1[CH:9]=[CH:8][N:7]([C:10]2[CH:11]=[CH:12][C:13]([O:16][CH3:17])=[CH:14][CH:15]=2)[C:6]=1[C:18]([O:20][CH2:21][CH3:22])=[O:19], predict the reactants needed to synthesize it. The reactants are: C([NH:4][C:5]1[CH:9]=[CH:8][N:7]([C:10]2[CH:15]=[CH:14][C:13]([O:16][CH3:17])=[CH:12][CH:11]=2)[C:6]=1[C:18]([O:20][CH2:21][CH3:22])=[O:19])(=O)C.[ClH:23]. (2) Given the product [Br:33][C:31]1[CH:30]=[CH:29][C:28]([F:34])=[C:27]([C:12]([NH:14][S:15]([C:18]2[CH:23]=[CH:22][CH:21]=[CH:20][C:19]=2[N+:24]([O-:26])=[O:25])(=[O:16])=[O:17])([CH3:13])[CH2:11][O:10][C:5]([CH2:8][F:9])([CH2:6][F:7])[C:4]([NH2:36])=[O:3])[CH:32]=1, predict the reactants needed to synthesize it. The reactants are: C([O:3][C:4](=O)[C:5]([O:10][CH2:11][C:12]([C:27]1[CH:32]=[C:31]([Br:33])[CH:30]=[CH:29][C:28]=1[F:34])([NH:14][S:15]([C:18]1[CH:23]=[CH:22][CH:21]=[CH:20][C:19]=1[N+:24]([O-:26])=[O:25])(=[O:17])=[O:16])[CH3:13])([CH2:8][F:9])[CH2:6][F:7])C.[NH3:36]. (3) Given the product [CH:8]1([CH2:12][C@H:13]([NH:14][C:15](=[O:16])[O:17][C:18]([CH3:19])([CH3:20])[CH3:21])[C:22]([N:39]([CH3:38])[O:40][CH3:41])=[O:24])[CH2:9][CH2:10][CH2:11]1, predict the reactants needed to synthesize it. The reactants are: C(NC(C)C)(C)C.[CH:8]1([CH2:12][C@@H:13]([C:22]([OH:24])=O)[NH:14][C:15]([O:17][C:18]([CH3:21])([CH3:20])[CH3:19])=[O:16])[CH2:11][CH2:10][CH2:9]1.C(N1C=CN=C1)(N1C=CN=C1)=O.Cl.[CH3:38][NH:39][O:40][CH3:41].CCN(C(C)C)C(C)C. (4) Given the product [CH:28]([C:18]1[C:19]([NH:21][C:22](=[O:27])[C:23]([CH3:25])([CH3:24])[CH3:26])=[N:20][C:15]([N:4]2[C@H:5]([C:8]3[CH:9]=[CH:10][CH:11]=[CH:12][CH:13]=3)[CH2:6][O:7][C@H:2]([CH3:1])[CH2:3]2)=[CH:16][CH:17]=1)=[O:29], predict the reactants needed to synthesize it. The reactants are: [CH3:1][C@H:2]1[O:7][CH2:6][C@@H:5]([C:8]2[CH:13]=[CH:12][CH:11]=[CH:10][CH:9]=2)[NH:4][CH2:3]1.Cl[C:15]1[N:20]=[C:19]([NH:21][C:22](=[O:27])[C:23]([CH3:26])([CH3:25])[CH3:24])[C:18]([CH:28]=[O:29])=[CH:17][CH:16]=1.C(N(C(C)C)CC)(C)C.